From a dataset of Retrosynthesis with 50K atom-mapped reactions and 10 reaction types from USPTO. Predict the reactants needed to synthesize the given product. (1) Given the product CN1[C@@H](Cc2ccc(O)cc2)C(=O)N(Cc2cccc3ccccc23)CC2N(C(=O)NCc3ccccc3)CCC(=O)N21, predict the reactants needed to synthesize it. The reactants are: CN1[C@@H](Cc2ccc(OCc3ccccc3)cc2)C(=O)N(Cc2cccc3ccccc23)CC2N(C(=O)NCc3ccccc3)CCC(=O)N21. (2) Given the product CCOc1cc(CN2CCC3(CC2)CC(=O)N(CC(=O)OC)C3)cc(OCC)c1-c1ccc(F)cc1, predict the reactants needed to synthesize it. The reactants are: CCOc1cc(CCl)cc(OCC)c1-c1ccc(F)cc1.COC(=O)CN1CC2(CCNCC2)CC1=O. (3) Given the product CN(C)CCCNc1ccccc1C(=Nc1cccnc1Cl)c1ccccc1, predict the reactants needed to synthesize it. The reactants are: CN(C)CCCNc1ccccc1C(=O)c1ccccc1.Nc1cccnc1Cl. (4) Given the product Cc1c(F)cc(C(=O)NC2CC2)cc1-c1ccc2c(-c3ccc(O)cc3)noc2c1, predict the reactants needed to synthesize it. The reactants are: Cc1c(F)cc(C(=O)NC2CC2)cc1B(O)O.Oc1ccc(-c2noc3cc(Br)ccc23)cc1. (5) Given the product c1cncc(Cc2cccs2)c1, predict the reactants needed to synthesize it. The reactants are: OC(c1cccnc1)c1cccs1.